This data is from Reaction yield outcomes from USPTO patents with 853,638 reactions. The task is: Predict the reaction yield, written as a fraction of the theoretical maximum amount of product (1.0 means a 100% yield; for example, 0.34 means a 34% yield). (1) The reactants are [F:1][C:2]1[CH:7]=[C:6]([F:8])[CH:5]=[CH:4][C:3]=1[C@@:9]([NH:20][S@@](C(C)(C)C)=O)([CH2:11][C@@H:12]([OH:19])[C:13]1[CH:14]=[N:15][CH:16]=[N:17][CH:18]=1)[CH3:10].[ClH:27]. The catalyst is CO.O1CCOCC1. The product is [ClH:27].[NH2:20][C@@:9]([C:3]1[CH:4]=[CH:5][C:6]([F:8])=[CH:7][C:2]=1[F:1])([CH3:10])[CH2:11][C@H:12]([C:13]1[CH:14]=[N:15][CH:16]=[N:17][CH:18]=1)[OH:19]. The yield is 1.00. (2) The reactants are [Cl-].O[NH3+:3].[C:4](=[O:7])([O-])[OH:5].[Na+].CS(C)=O.[CH3:13][C:14]1[CH:19]=[C:18]([CH3:20])[N:17]=[CH:16][C:15]=1[O:21][C:22]1[C:27](=[O:28])[N:26]([CH2:29][C:30]2[CH:35]=[CH:34][C:33]([C:36]3[C:37]([C:42]#[N:43])=[CH:38][CH:39]=[CH:40][CH:41]=3)=[CH:32][CH:31]=2)[C:25]([CH2:44][CH2:45][CH3:46])=[N:24][C:23]=1[CH2:47][CH3:48]. The catalyst is C(OCC)(=O)C. The product is [CH3:13][C:14]1[CH:19]=[C:18]([CH3:20])[N:17]=[CH:16][C:15]=1[O:21][C:22]1[C:27](=[O:28])[N:26]([CH2:29][C:30]2[CH:35]=[CH:34][C:33]([C:36]3[CH:41]=[CH:40][CH:39]=[CH:38][C:37]=3[C:42]3[NH:3][C:4](=[O:7])[O:5][N:43]=3)=[CH:32][CH:31]=2)[C:25]([CH2:44][CH2:45][CH3:46])=[N:24][C:23]=1[CH2:47][CH3:48]. The yield is 0.600.